Dataset: NCI-60 drug combinations with 297,098 pairs across 59 cell lines. Task: Regression. Given two drug SMILES strings and cell line genomic features, predict the synergy score measuring deviation from expected non-interaction effect. (1) Drug 1: C1CC(C1)(C(=O)O)C(=O)O.[NH2-].[NH2-].[Pt+2]. Drug 2: C1CN(CCN1C(=O)CCBr)C(=O)CCBr. Cell line: MALME-3M. Synergy scores: CSS=14.5, Synergy_ZIP=-0.223, Synergy_Bliss=0.578, Synergy_Loewe=0.248, Synergy_HSA=1.74. (2) Drug 1: C1=NC2=C(N1)C(=S)N=C(N2)N. Synergy scores: CSS=38.5, Synergy_ZIP=1.15, Synergy_Bliss=-1.89, Synergy_Loewe=-26.8, Synergy_HSA=-0.864. Cell line: CCRF-CEM. Drug 2: CCCCCOC(=O)NC1=NC(=O)N(C=C1F)C2C(C(C(O2)C)O)O. (3) Drug 1: CC1=C(C=C(C=C1)NC2=NC=CC(=N2)N(C)C3=CC4=NN(C(=C4C=C3)C)C)S(=O)(=O)N.Cl. Drug 2: CC12CCC(CC1=CCC3C2CCC4(C3CC=C4C5=CN=CC=C5)C)O. Cell line: OVCAR-8. Synergy scores: CSS=8.81, Synergy_ZIP=0.155, Synergy_Bliss=4.50, Synergy_Loewe=3.60, Synergy_HSA=3.64. (4) Drug 1: C1=CC(=CC=C1C#N)C(C2=CC=C(C=C2)C#N)N3C=NC=N3. Drug 2: CS(=O)(=O)OCCCCOS(=O)(=O)C. Cell line: K-562. Synergy scores: CSS=4.85, Synergy_ZIP=-2.34, Synergy_Bliss=-3.68, Synergy_Loewe=2.90, Synergy_HSA=-3.38. (5) Drug 1: C1=NC2=C(N=C(N=C2N1C3C(C(C(O3)CO)O)O)F)N. Drug 2: CC1C(C(CC(O1)OC2CC(CC3=C2C(=C4C(=C3O)C(=O)C5=C(C4=O)C(=CC=C5)OC)O)(C(=O)CO)O)N)O.Cl. Cell line: NCIH23. Synergy scores: CSS=10.7, Synergy_ZIP=-11.8, Synergy_Bliss=-5.42, Synergy_Loewe=-14.6, Synergy_HSA=-4.68. (6) Drug 1: C1CCC(C1)C(CC#N)N2C=C(C=N2)C3=C4C=CNC4=NC=N3. Drug 2: C1CC(=O)NC(=O)C1N2CC3=C(C2=O)C=CC=C3N. Cell line: SK-MEL-28. Synergy scores: CSS=-2.82, Synergy_ZIP=0.717, Synergy_Bliss=0.0623, Synergy_Loewe=-3.72, Synergy_HSA=-4.32. (7) Drug 1: CNC(=O)C1=CC=CC=C1SC2=CC3=C(C=C2)C(=NN3)C=CC4=CC=CC=N4. Drug 2: CC12CCC3C(C1CCC2O)C(CC4=C3C=CC(=C4)O)CCCCCCCCCS(=O)CCCC(C(F)(F)F)(F)F. Cell line: K-562. Synergy scores: CSS=47.4, Synergy_ZIP=1.75, Synergy_Bliss=5.53, Synergy_Loewe=-6.24, Synergy_HSA=5.96.